Dataset: Reaction yield outcomes from USPTO patents with 853,638 reactions. Task: Predict the reaction yield, written as a fraction of the theoretical maximum amount of product (1.0 means a 100% yield; for example, 0.34 means a 34% yield). The reactants are [Cl:1][C:2]1[N:7]=[C:6]([N:8]([C:16]2[CH:21]=[CH:20][CH:19]=[CH:18][CH:17]=2)[C@H:9]([C:11](OCC)=[O:12])[CH3:10])[C:5]([N+:22]([O-])=O)=[CH:4][N:3]=1. The catalyst is C(O)(=O)C.[Fe]. The product is [Cl:1][C:2]1[N:3]=[CH:4][C:5]2[NH:22][C:11](=[O:12])[CH:9]([CH3:10])[N:8]([C:16]3[CH:21]=[CH:20][CH:19]=[CH:18][CH:17]=3)[C:6]=2[N:7]=1. The yield is 0.750.